From a dataset of HIV replication inhibition screening data with 41,000+ compounds from the AIDS Antiviral Screen. Binary Classification. Given a drug SMILES string, predict its activity (active/inactive) in a high-throughput screening assay against a specified biological target. (1) The drug is OCC(O)CSSCC(O)C(O)CSSCC(O)CO. The result is 0 (inactive). (2) The drug is COc1ccc(-n2sc3ncc([N+](=O)[O-])cc3c2=O)cc1. The result is 1 (active).